From a dataset of Catalyst prediction with 721,799 reactions and 888 catalyst types from USPTO. Predict which catalyst facilitates the given reaction. (1) Reactant: [Cl:1][C:2]1[C:3](=[O:28])[N:4]([CH2:18][C:19]2[CH:20]=[C:21]3[C:25](=[CH:26][CH:27]=2)[NH:24][CH2:23][CH2:22]3)[CH:5]=[CH:6][C:7]=1[O:8][CH2:9][C:10]1[CH:15]=[CH:14][C:13]([F:16])=[CH:12][C:11]=1[F:17].[C:29]([O:32][CH2:33][C:34](Cl)=[O:35])(=[O:31])[CH3:30].[CH2:37](N(CC)CC)C. Product: [C:29]([O:32][CH2:33][C:34]([N:24]1[C:25]2[C:21](=[CH:20][C:19]([CH2:18][N:4]3[C:5]([CH3:37])=[CH:6][C:7]([O:8][CH2:9][C:10]4[CH:15]=[CH:14][C:13]([F:16])=[CH:12][C:11]=4[F:17])=[C:2]([Cl:1])[C:3]3=[O:28])=[CH:27][CH:26]=2)[CH2:22][CH2:23]1)=[O:35])(=[O:31])[CH3:30]. The catalyst class is: 7. (2) Reactant: [CH3:1][N:2]1[CH2:7][CH2:6][NH:5][CH2:4][CH2:3]1.Br[CH2:9][CH2:10][Cl:11]. Product: [ClH:11].[ClH:11].[Cl:11][CH2:10][CH2:9][N:5]1[CH2:6][CH2:7][N:2]([CH3:1])[CH2:3][CH2:4]1. The catalyst class is: 74. (3) Reactant: Cl[C:2]1[CH:3]=[CH:4][C:5]2[N:6]([C:8]([C:11]([Cl:14])([F:13])[F:12])=[N:9][N:10]=2)[N:7]=1.[Cl:15][C:16]1[CH:17]=[N:18][CH:19]=[C:20]([Cl:28])[C:21]=1[N:22]1[CH2:27][CH2:26][NH:25][CH2:24][CH2:23]1.CCN(C(C)C)C(C)C. Product: [Cl:14][C:11]([F:13])([F:12])[C:8]1[N:6]2[N:7]=[C:2]([N:25]3[CH2:26][CH2:27][N:22]([C:21]4[C:20]([Cl:28])=[CH:19][N:18]=[CH:17][C:16]=4[Cl:15])[CH2:23][CH2:24]3)[CH:3]=[CH:4][C:5]2=[N:10][N:9]=1. The catalyst class is: 8. (4) Reactant: [CH3:1][N:2]1[CH:6]=[C:5]([C:7](O)=O)[N:4]=[CH:3]1.C(Cl)CCl.C1C=CC2N(O)N=NC=2C=1.[NH:24]([C:26]1[N:35]=[CH:34][CH:33]=[C:32]2[C:27]=1[CH:28]=[C:29]([C:58]1[CH:63]=[CH:62][CH:61]=[CH:60][CH:59]=1)[C:30]([C:36]1[CH:41]=[CH:40][C:39]([C:42]3([NH:50][C:51](=[O:57])[O:52][C:53]([CH3:56])([CH3:55])[CH3:54])[CH2:45][C:44]4([O:49][CH2:48][CH2:47][O:46]4)[CH2:43]3)=[CH:38][CH:37]=1)=[N:31]2)[NH2:25].C(O)(=O)C. Product: [CH3:1][N:2]1[CH:6]=[C:5]([C:7]2[N:35]3[C:26]([C:27]4[CH:28]=[C:29]([C:58]5[CH:59]=[CH:60][CH:61]=[CH:62][CH:63]=5)[C:30]([C:36]5[CH:41]=[CH:40][C:39]([C:42]6([NH:50][C:51](=[O:57])[O:52][C:53]([CH3:56])([CH3:55])[CH3:54])[CH2:45][C:44]7([O:49][CH2:48][CH2:47][O:46]7)[CH2:43]6)=[CH:38][CH:37]=5)=[N:31][C:32]=4[CH:33]=[CH:34]3)=[N:24][N:25]=2)[N:4]=[CH:3]1. The catalyst class is: 44. (5) Reactant: [CH3:1][C:2]1[O:6][C:5]([C:7]2[CH:22]=[CH:21][C:10]([C:11]([NH:13][CH2:14][C:15]3[CH:16]=[N:17][CH:18]=[CH:19][CH:20]=3)=[O:12])=[CH:9][CH:8]=2)=[N:4][C:3]=1[CH2:23][S:24]([CH:27]1[CH2:32][CH2:31][NH:30][CH2:29][CH2:28]1)(=[O:26])=[O:25].[C:33]1(=O)[CH2:38][CH2:37][CH2:36][CH2:35][CH2:34]1.C(O)(=O)C.C(O[BH-](OC(=O)C)OC(=O)C)(=O)C.[Na+]. Product: [CH:33]1([N:30]2[CH2:29][CH2:28][CH:27]([S:24]([CH2:23][C:3]3[N:4]=[C:5]([C:7]4[CH:8]=[CH:9][C:10]([C:11]([NH:13][CH2:14][C:15]5[CH:16]=[N:17][CH:18]=[CH:19][CH:20]=5)=[O:12])=[CH:21][CH:22]=4)[O:6][C:2]=3[CH3:1])(=[O:25])=[O:26])[CH2:32][CH2:31]2)[CH2:38][CH2:37][CH2:36][CH2:35][CH2:34]1. The catalyst class is: 26. (6) Reactant: [NH2:1][C:2]1[C:10]([CH3:11])=[CH:9][C:8]([Cl:12])=[CH:7][C:3]=1[C:4]([OH:6])=[O:5].[C:13](=O)([O-])[O-].[K+].[K+].S(OC)(OC)(=O)=O.[Cl-].[Na+]. Product: [CH3:13][O:5][C:4](=[O:6])[C:3]1[CH:7]=[C:8]([Cl:12])[CH:9]=[C:10]([CH3:11])[C:2]=1[NH2:1]. The catalyst class is: 3. (7) Reactant: [NH2:1][C:2]1[CH:3]=[C:4]([C:8]2[NH:13][C:12](=[O:14])[C:11]3=[C:15]([CH2:23][CH3:24])[N:16]=[C:17]([CH:18]4[CH2:22][CH2:21][CH2:20][CH2:19]4)[N:10]3[N:9]=2)[CH:5]=[CH:6][CH:7]=1.C(N(CC)CC)C.[CH3:32][C:33]([CH3:38])([CH3:37])[C:34](Cl)=[O:35]. Product: [CH:18]1([C:17]2[N:10]3[C:11]([C:12](=[O:14])[NH:13][C:8]([C:4]4[CH:3]=[C:2]([NH:1][C:34](=[O:35])[C:33]([CH3:38])([CH3:37])[CH3:32])[CH:7]=[CH:6][CH:5]=4)=[N:9]3)=[C:15]([CH2:23][CH3:24])[N:16]=2)[CH2:22][CH2:21][CH2:20][CH2:19]1. The catalyst class is: 4. (8) Reactant: [CH2:1]([CH:3]1[N:12]2[C:7](=[CH:8][C:9](=[O:18])[C:10]([C:13]([O:15][CH2:16][CH3:17])=[O:14])=[CH:11]2)[C:6]2[CH:19]=[C:20]([O:24][CH3:25])[C:21]([OH:23])=[CH:22][C:5]=2[CH2:4]1)[CH3:2].Br.Br[CH2:28][CH2:29][N:30]1[CH2:35][CH2:34][O:33][CH2:32][CH2:31]1.C([O-])([O-])=O.[K+].[K+].O. Product: [CH2:1]([CH:3]1[N:12]2[C:7](=[CH:8][C:9](=[O:18])[C:10]([C:13]([O:15][CH2:16][CH3:17])=[O:14])=[CH:11]2)[C:6]2[CH:19]=[C:20]([O:24][CH3:25])[C:21]([O:23][CH2:28][CH2:29][N:30]3[CH2:35][CH2:34][O:33][CH2:32][CH2:31]3)=[CH:22][C:5]=2[CH2:4]1)[CH3:2]. The catalyst class is: 3. (9) Reactant: [Br:1][C:2]1[CH:7]=[CH:6][CH:5]=[CH:4][C:3]=1[CH2:8][CH2:9][CH2:10][OH:11].[H-].[Na+].[CH3:14]I.[NH4+].[Cl-]. Product: [CH3:14][O:11][CH2:10][CH2:9][CH2:8][C:3]1[CH:4]=[CH:5][CH:6]=[CH:7][C:2]=1[Br:1]. The catalyst class is: 118.